The task is: Predict the reaction yield, written as a fraction of the theoretical maximum amount of product (1.0 means a 100% yield; for example, 0.34 means a 34% yield).. This data is from Reaction yield outcomes from USPTO patents with 853,638 reactions. (1) The reactants are [NH:1]([C:5]1[CH:11]=[CH:10][C:8]([OH:9])=[CH:7][CH:6]=1)[C:2]([CH3:4])=[O:3].C([O-])([O-])=O.[K+].[K+].Br[CH2:19][C:20]([O:22][CH2:23][CH3:24])=[O:21]. The catalyst is CC(C)=O. The product is [CH2:23]([O:22][C:20](=[O:21])[CH2:19][O:9][C:8]1[CH:10]=[CH:11][C:5]([NH:1][C:2](=[O:3])[CH3:4])=[CH:6][CH:7]=1)[CH3:24]. The yield is 0.800. (2) The reactants are Cl.[C:2]([C:6]1[CH:7]=[C:8]([C:12]2[CH:13]=[C:14]([CH:19]=[CH:20][N:21]=2)[C:15]([O:17][CH3:18])=[O:16])[CH:9]=[CH:10][CH:11]=1)([CH3:5])([CH3:4])[CH3:3]. The catalyst is CO.[Pt](=O)=O. The product is [C:2]([C:6]1[CH:7]=[C:8]([CH:12]2[CH2:13][CH:14]([C:15]([O:17][CH3:18])=[O:16])[CH2:19][CH2:20][NH:21]2)[CH:9]=[CH:10][CH:11]=1)([CH3:5])([CH3:3])[CH3:4]. The yield is 0.950. (3) The reactants are Cl[C:2]1[CH:7]=[C:6]([C:8]([F:11])([F:10])[F:9])[CH:5]=[CH:4][N:3]=1.[NH:12]1[CH2:17][CH2:16][NH:15][CH2:14][CH2:13]1.C(N(CC)CC)C. The catalyst is CN(C=O)C. The product is [F:9][C:8]([F:11])([F:10])[C:6]1[CH:5]=[CH:4][N:3]=[C:2]([N:12]2[CH2:17][CH2:16][NH:15][CH2:14][CH2:13]2)[CH:7]=1. The yield is 0.430. (4) The reactants are C([O-])([O-])=O.[K+].[K+].C[Si]([C:11]#[C:12][C:13]1[NH:17][C:16]([C@@H:18]2[CH2:22][CH2:21][CH2:20][N:19]2[C:23]([O:25][C:26]([CH3:29])([CH3:28])[CH3:27])=[O:24])=[N:15][CH:14]=1)(C)C. The catalyst is CO. The product is [C:12]([C:13]1[NH:17][C:16]([C@@H:18]2[CH2:22][CH2:21][CH2:20][N:19]2[C:23]([O:25][C:26]([CH3:29])([CH3:28])[CH3:27])=[O:24])=[N:15][CH:14]=1)#[CH:11]. The yield is 0.496. (5) The reactants are [Li+].[B-](CC)(CC)CC.[CH:9]1[C:21]2[CH:20]([O:22][C:23](=[O:104])[N:24]([CH3:103])[C@@H:25]([CH:100]([CH3:102])[CH3:101])[C:26]([NH:28][C@@H:29]([CH3:99])[C:30]([NH:32][C:33]3[CH:38]=[CH:37][C:36]([C:39]4[CH2:40][CH:41]5[C:47](=O)[N:46](COCC[Si](C)(C)C)[C:45]6[CH:57]=[C:58]([O:63][CH2:64][CH2:65][CH2:66][O:67][C:68]7[C:69]([O:95][CH3:96])=[CH:70][C:71]8[C:77](=[O:78])[N:76]9[CH:79]=[C:80]([CH:82]%10[CH2:84][CH2:83]%10)[CH2:81][CH:75]9[C:74](=O)[N:73](COCC[Si](C)(C)C)[C:72]=8[CH:94]=7)[C:59]([O:61][CH3:62])=[CH:60][C:44]=6[C:43](=[O:97])[N:42]5[CH:98]=4)=[CH:35][CH:34]=3)=[O:31])=[O:27])[C:19]3[C:14](=[CH:15][CH:16]=[CH:17][CH:18]=3)[C:13]=2[CH:12]=[CH:11][CH:10]=1. The catalyst is C1COCC1. The product is [CH:18]1[C:19]2[CH:20]([O:22][C:23](=[O:104])[N:24]([CH3:103])[C@@H:25]([CH:100]([CH3:101])[CH3:102])[C:26]([NH:28][C@@H:29]([CH3:99])[C:30]([NH:32][C:33]3[CH:38]=[CH:37][C:36]([C:39]4[CH2:40][CH:41]5[CH:47]=[N:46][C:45]6[CH:57]=[C:58]([O:63][CH2:64][CH2:65][CH2:66][O:67][C:68]7[C:69]([O:95][CH3:96])=[CH:70][C:71]8[C:77](=[O:78])[N:76]9[CH:79]=[C:80]([CH:82]%10[CH2:84][CH2:83]%10)[CH2:81][CH:75]9[CH:74]=[N:73][C:72]=8[CH:94]=7)[C:59]([O:61][CH3:62])=[CH:60][C:44]=6[C:43](=[O:97])[N:42]5[CH:98]=4)=[CH:35][CH:34]=3)=[O:31])=[O:27])[C:21]3[C:13](=[CH:12][CH:11]=[CH:10][CH:9]=3)[C:14]=2[CH:15]=[CH:16][CH:17]=1. The yield is 0.780. (6) The reactants are [N:1]1([CH2:7][CH2:8][CH2:9][O:10][C:11]2[CH:20]=[C:19]3[C:14]([C@H:15]([C:24]4[CH:29]=[CH:28][CH:27]=[C:26]([C:30]#[C:31][Si](C)(C)C)[CH:25]=4)[CH2:16][N:17]4[CH2:23][CH2:22][CH2:21][C@H:18]43)=[CH:13][CH:12]=2)[CH2:6][CH2:5][CH2:4][CH2:3][CH2:2]1.C([O-])([O-])=O.[K+].[K+]. The catalyst is CO. The product is [C:30]([C:26]1[CH:25]=[C:24]([C@H:15]2[C:14]3[C:19](=[CH:20][C:11]([O:10][CH2:9][CH2:8][CH2:7][N:1]4[CH2:2][CH2:3][CH2:4][CH2:5][CH2:6]4)=[CH:12][CH:13]=3)[C@@H:18]3[CH2:21][CH2:22][CH2:23][N:17]3[CH2:16]2)[CH:29]=[CH:28][CH:27]=1)#[CH:31]. The yield is 0.360.